Dataset: Full USPTO retrosynthesis dataset with 1.9M reactions from patents (1976-2016). Task: Predict the reactants needed to synthesize the given product. (1) Given the product [Br:1][C:2]1[S:6][C:5]([CH:7]2[CH2:12][CH2:11][N:10]([C:13](=[O:24])[CH2:14][N:15]3[C:55]([CH3:56])=[CH:48][C:46]([CH2:47][C:60]([OH:66])=[O:61])=[N:43]3)[CH2:9][CH2:8]2)=[N:4][C:3]=1[C:25]1[CH:30]=[C:29]([S:31][C:32]([F:35])([F:33])[F:34])[CH:28]=[C:27]([C:36]([CH3:37])([CH3:39])[CH3:38])[CH:26]=1, predict the reactants needed to synthesize it. The reactants are: [Br:1][C:2]1[S:6][C:5]([CH:7]2[CH2:12][CH2:11][N:10]([C:13](=[O:24])[CH2:14][N:15]3C4=NC=CC=C4N=C3)[CH2:9][CH2:8]2)=[N:4][C:3]=1[C:25]1[CH:30]=[C:29]([S:31][C:32]([F:35])([F:34])[F:33])[CH:28]=[C:27]([C:36]([CH3:39])([CH3:38])[CH3:37])[CH:26]=1.C([N:43]([CH:46]([CH3:48])[CH3:47])CC)(C)C.CCN=C=NC[CH2:55][CH2:56]N(C)C.[C:60]([OH:66])(C(F)(F)F)=[O:61]. (2) Given the product [Cl:12][C:10]1[CH:9]=[N:8][CH:7]=[C:6]([O:4][CH2:2][CH3:3])[CH:11]=1, predict the reactants needed to synthesize it. The reactants are: [Na].[CH2:2]([OH:4])[CH3:3].Cl[C:6]1[CH:7]=[N:8][CH:9]=[C:10]([Cl:12])[CH:11]=1.CS(C)=O. (3) Given the product [Br:18][C:15]1[CH:16]=[CH:17][C:12]([C:10]2[C:9]3[C:4](=[CH:5][CH:6]=[CH:7][CH:8]=3)[C:3](=[O:19])[N:2]([NH:1][C:23](=[O:24])[CH2:22][C:21]([CH3:20])([C:27]3[CH:32]=[CH:31][CH:30]=[CH:29][CH:28]=3)[CH3:26])[N:11]=2)=[CH:13][CH:14]=1, predict the reactants needed to synthesize it. The reactants are: [NH2:1][N:2]1[N:11]=[C:10]([C:12]2[CH:17]=[CH:16][C:15]([Br:18])=[CH:14][CH:13]=2)[C:9]2[C:4](=[CH:5][CH:6]=[CH:7][CH:8]=2)[C:3]1=[O:19].[CH3:20][C:21]([C:27]1[CH:32]=[CH:31][CH:30]=[CH:29][CH:28]=1)([CH3:26])[CH2:22][C:23](O)=[O:24]. (4) Given the product [O:1]1[C:6]2[CH:7]=[CH:8][C:9](/[CH:11]=[C:17]3/[C:16](=[O:18])[NH:15][C:14](=[O:19])[S:13]/3)=[CH:10][C:5]=2[O:4][CH2:3][CH2:2]1, predict the reactants needed to synthesize it. The reactants are: [O:1]1[C:6]2[CH:7]=[CH:8][C:9]([CH:11]=O)=[CH:10][C:5]=2[O:4][CH2:3][CH2:2]1.[S:13]1[CH2:17][C:16](=[O:18])[NH:15][C:14]1=[O:19]. (5) The reactants are: [CH2:1]([NH:8][S:9]([C:12]1[CH:17]=[CH:16][CH:15]=[C:14]([CH2:18][OH:19])[CH:13]=1)(=[O:11])=[O:10])[C:2]1[CH:7]=[CH:6][CH:5]=[CH:4][CH:3]=1. Given the product [CH2:1]([NH:8][S:9]([C:12]1[CH:17]=[CH:16][CH:15]=[C:14]([CH:18]=[O:19])[CH:13]=1)(=[O:11])=[O:10])[C:2]1[CH:7]=[CH:6][CH:5]=[CH:4][CH:3]=1, predict the reactants needed to synthesize it. (6) Given the product [Cl:30][C:23]1[CH:22]=[CH:21][C:20]([C:9]2[N:8]([C:6]([O:5][C:1]([CH3:4])([CH3:2])[CH3:3])=[O:7])[C:16]3[C:11]([CH:10]=2)=[CH:12][C:13]([C:17]([N:63]2[CH2:62][CH2:61][N:60]([C:58]([O:57][C:53]([CH3:56])([CH3:55])[CH3:54])=[O:59])[CH2:65][CH2:64]2)=[O:18])=[CH:14][CH:15]=3)=[C:28]2[C:24]=1[CH2:25][NH:26][C:27]2=[O:29], predict the reactants needed to synthesize it. The reactants are: [C:1]([O:5][C:6]([N:8]1[C:16]2[C:11](=[CH:12][C:13]([C:17](O)=[O:18])=[CH:14][CH:15]=2)[CH:10]=[C:9]1[C:20]1[CH:21]=[CH:22][C:23]([Cl:30])=[C:24]2[C:28]=1[C:27](=[O:29])[NH:26][CH2:25]2)=[O:7])([CH3:4])([CH3:3])[CH3:2].CCN=C=NCCCN(C)C.C1C=C2N=NN(O)C2=CC=1.O.[C:53]([O:57][C:58]([N:60]1[CH2:65][CH2:64][NH:63][CH2:62][CH2:61]1)=[O:59])([CH3:56])([CH3:55])[CH3:54]. (7) Given the product [CH3:1][O:2][C:3]([C:5]1([S:11]([C:14]2[CH:15]=[CH:16][C:17]([O:20][CH2:21][C:22]#[C:23][CH3:24])=[CH:18][CH:19]=2)(=[O:13])=[O:12])[CH2:10][CH2:9][N:8]([C:32](=[O:39])[C:33]2[CH:38]=[CH:37][CH:36]=[CH:35][CH:34]=2)[CH2:7][CH2:6]1)=[O:4], predict the reactants needed to synthesize it. The reactants are: [CH3:1][O:2][C:3]([C:5]1([S:11]([C:14]2[CH:19]=[CH:18][C:17]([O:20][CH2:21][C:22]#[C:23][CH3:24])=[CH:16][CH:15]=2)(=[O:13])=[O:12])[CH2:10][CH2:9][NH:8][CH2:7][CH2:6]1)=[O:4].C(N(CC)CC)C.[C:32](Cl)(=[O:39])[C:33]1[CH:38]=[CH:37][CH:36]=[CH:35][CH:34]=1.CN(C1C=CC=CN=1)C. (8) Given the product [F:16][C:17]1[CH:22]=[C:21]([F:23])[CH:20]=[CH:19][C:18]=1[C:24]1[CH:29]=[C:28]([N:30]2[CH2:31][CH2:32][N:33]([C:8]([NH:7][C:3]3[N:2]=[N:1][CH:6]=[CH:5][CH:4]=3)=[O:15])[CH2:34][CH2:35]2)[CH:27]=[CH:26][N:25]=1, predict the reactants needed to synthesize it. The reactants are: [N:1]1[CH:6]=[CH:5][CH:4]=[C:3]([NH:7][C:8](=[O:15])OCC(Cl)(Cl)Cl)[N:2]=1.[F:16][C:17]1[CH:22]=[C:21]([F:23])[CH:20]=[CH:19][C:18]=1[C:24]1[CH:29]=[C:28]([N:30]2[CH2:35][CH2:34][NH:33][CH2:32][CH2:31]2)[CH:27]=[CH:26][N:25]=1.